Dataset: Forward reaction prediction with 1.9M reactions from USPTO patents (1976-2016). Task: Predict the product of the given reaction. (1) Given the reactants [Cl:1][C:2]1[CH:9]=[CH:8][C:5]([C:6]#[N:7])=[C:4]([CH3:10])[CH:3]=1.[Cl:11][C:12]1[CH:17]=[CH:16][C:15]([Mg]Br)=[CH:14][CH:13]=1, predict the reaction product. The product is: [Cl:1][C:2]1[CH:9]=[CH:8][C:5]([CH:6]([C:15]2[CH:16]=[CH:17][C:12]([Cl:11])=[CH:13][CH:14]=2)[NH2:7])=[C:4]([CH3:10])[CH:3]=1. (2) Given the reactants C([Si](C)(C)[O:6][C@H:7]1[CH2:15][CH2:14][CH2:13][C@@:12]2([CH3:16])[C@H:8]1[CH2:9][CH2:10][C@@H:11]2[C@@H:17]([CH2:26][CH2:27][CH2:28][C:29]([OH:32])([CH3:31])[CH3:30])[CH2:18][CH2:19][C:20](=[O:25])[C:21]([OH:24])([CH3:23])[CH3:22])(C)(C)C.F[Si-2](F)(F)(F)(F)F.[H+].[H+].C(OCC)(=O)C.O, predict the reaction product. The product is: [OH:24][C:21]([CH3:23])([C:20](=[O:25])[CH2:19][CH2:18][C@@H:17]([C@@H:11]1[C@:12]2([CH3:16])[C@H:8]([C@@H:7]([OH:6])[CH2:15][CH2:14][CH2:13]2)[CH2:9][CH2:10]1)[CH2:26][CH2:27][CH2:28][C:29]([OH:32])([CH3:31])[CH3:30])[CH3:22]. (3) Given the reactants C([O:4][C@@H:5]1[C@@H:12]([O:13]C(=O)C)[C@H:11]([O:17]C(=O)C)[C@@H:10]([CH2:21][O:22]C(=O)C)[O:9][C:6]1([C:26]1[CH:31]=[C:30]([CH2:32][C:33]2[CH:42]=[C:41]3[C:35](=[CH:36][CH:37]=[CH:38][CH:39]=[CH:40]3)[CH:34]=2)[CH:29]=[CH:28][C:27]=1[OH:43])OC)(=O)C.C([SiH](CC)CC)C.FC(F)(F)S(O[Si](C)(C)C)(=O)=O.C(=O)([O-])O.[Na+], predict the reaction product. The product is: [CH:34]1[C:35]2[C:41]([CH:40]=[CH:39][CH:38]=[CH:37][CH:36]=2)=[CH:42][C:33]=1[CH2:32][C:30]1[CH:29]=[CH:28][C:27]([OH:43])=[C:26]([C@@H:6]2[O:9][C@H:10]([CH2:21][OH:22])[C@@H:11]([OH:17])[C@H:12]([OH:13])[C@H:5]2[OH:4])[CH:31]=1. (4) Given the reactants CC1(C)C(C)(C)OB([C:9]2[CH:10]=[CH:11][C:12]([O:15][C:16]3[CH:17]=[C:18]([CH:33]=[CH:34][CH:35]=3)[CH:19]=[C:20]3[CH2:25][CH2:24][N:23]([C:26]([O:28][C:29]([CH3:32])([CH3:31])[CH3:30])=[O:27])[CH2:22][CH2:21]3)=[N:13][CH:14]=2)O1.C(OO)(C)=[O:38], predict the reaction product. The product is: [OH:38][C:9]1[CH:10]=[CH:11][C:12]([O:15][C:16]2[CH:17]=[C:18]([CH:33]=[CH:34][CH:35]=2)[CH:19]=[C:20]2[CH2:21][CH2:22][N:23]([C:26]([O:28][C:29]([CH3:30])([CH3:31])[CH3:32])=[O:27])[CH2:24][CH2:25]2)=[N:13][CH:14]=1. (5) Given the reactants C[O:2][C:3](=O)[C:4]1[CH:9]=[CH:8][C:7]([C:10]#[N:11])=[CH:6][CH:5]=1.[NH2:13][NH2:14].O, predict the reaction product. The product is: [C:10]([C:7]1[CH:8]=[CH:9][C:4]([C:3]([NH:13][NH2:14])=[O:2])=[CH:5][CH:6]=1)#[N:11]. (6) Given the reactants C([BH3-])#N.[Na+].[C:5]([C:7]1[CH:14]=[CH:13][C:10]([CH:11]=O)=[CH:9][CH:8]=1)#[N:6].Cl.[CH3:16][C@@H:17]([NH2:22])[C:18]([F:21])([F:20])[F:19].C(O)(=O)C, predict the reaction product. The product is: [CH3:16][C@@H:17]([NH:22][CH2:11][C:10]1[CH:13]=[CH:14][C:7]([C:5]#[N:6])=[CH:8][CH:9]=1)[C:18]([F:21])([F:20])[F:19]. (7) Given the reactants [F:1][CH:2]([F:11])[C:3]([C:5]1[CH:10]=[CH:9][CH:8]=[CH:7][CH:6]=1)=[O:4].Br[C:13]1[CH:18]=[CH:17][C:16]([F:19])=[CH:15][CH:14]=1.ClC1C=CC(F)=CC=1, predict the reaction product. The product is: [F:1][C:2]([F:11])([C:13]1[CH:18]=[CH:17][C:16]([F:19])=[CH:15][CH:14]=1)[C:3]([C:5]1[CH:6]=[CH:7][CH:8]=[CH:9][CH:10]=1)=[O:4]. (8) Given the reactants [OH:1][C:2]1[C:11]2C(=CC=[CH:9][CH:10]=2)OC(=O)C=1.Cl.ON.[C:16](=[O:19])([O-:18])[O-:17].[Na+:20].[Na+], predict the reaction product. The product is: [C:16]([O-:19])([O-:18])=[O:17].[Na+:20].[Na+:20].[CH3:9][CH2:10][CH2:11][CH2:2][OH:1].